This data is from Catalyst prediction with 721,799 reactions and 888 catalyst types from USPTO. The task is: Predict which catalyst facilitates the given reaction. (1) Product: [C:1]([O:5][C:6]([N:8]1[C:16]2[C:11](=[CH:12][C:13]([N+:17]([O-:19])=[O:18])=[CH:14][CH:15]=2)[C:10]([NH:20][C:25](=[O:26])[C:24]2[CH:28]=[CH:29][CH:30]=[C:22]([Cl:21])[CH:23]=2)=[N:9]1)=[O:7])([CH3:4])([CH3:2])[CH3:3]. The catalyst class is: 436. Reactant: [C:1]([O:5][C:6]([N:8]1[C:16]2[C:11](=[CH:12][C:13]([N+:17]([O-:19])=[O:18])=[CH:14][CH:15]=2)[C:10]([NH2:20])=[N:9]1)=[O:7])([CH3:4])([CH3:3])[CH3:2].[Cl:21][C:22]1[CH:23]=[C:24]([CH:28]=[CH:29][CH:30]=1)[C:25](Cl)=[O:26]. (2) Reactant: [Cl:1][C:2]1[C:7]([F:8])=[CH:6][CH:5]=[C:4]([Cl:9])[C:3]=1[CH:10]([C:12]1[C:20]2[C:15](=[N:16][CH:17]=[C:18]([C:21]3[CH:22]=[N:23][N:24]([CH:26]4[CH2:31][CH2:30][NH:29][CH2:28][CH2:27]4)[CH:25]=3)[CH:19]=2)[NH:14][CH:13]=1)[CH3:11].C[Si]([N:36]=[C:37]=[O:38])(C)C.CCN(C(C)C)C(C)C. Product: [Cl:1][C:2]1[C:7]([F:8])=[CH:6][CH:5]=[C:4]([Cl:9])[C:3]=1[CH:10]([C:12]1[C:20]2[C:15](=[N:16][CH:17]=[C:18]([C:21]3[CH:22]=[N:23][N:24]([CH:26]4[CH2:27][CH2:28][N:29]([C:37]([NH2:36])=[O:38])[CH2:30][CH2:31]4)[CH:25]=3)[CH:19]=2)[NH:14][CH:13]=1)[CH3:11]. The catalyst class is: 2. (3) Reactant: [CH2:1]([O:8][C:9]([NH:11][CH2:12][C:13]([OH:15])=O)=[O:10])[C:2]1[CH:7]=[CH:6][CH:5]=[CH:4][CH:3]=1.[C:16]([O:20][C:21](=[O:37])[NH:22][CH2:23][CH2:24][CH2:25][C@H:26]([NH:29][C:30]([O:32][C:33]([CH3:36])([CH3:35])[CH3:34])=[O:31])[CH2:27][NH2:28])([CH3:19])([CH3:18])[CH3:17].C(Cl)CCl.C1C=CC2N(O)N=NC=2C=1. Product: [CH2:1]([O:8][C:9](=[O:10])[NH:11][CH2:12][C:13]([NH:28][CH2:27][C@@H:26]([NH:29][C:30]([O:32][C:33]([CH3:36])([CH3:35])[CH3:34])=[O:31])[CH2:25][CH2:24][CH2:23][NH:22][C:21]([O:20][C:16]([CH3:18])([CH3:19])[CH3:17])=[O:37])=[O:15])[C:2]1[CH:3]=[CH:4][CH:5]=[CH:6][CH:7]=1. The catalyst class is: 9. (4) Reactant: [O:1]1[CH:6]=[CH:5][CH2:4][CH2:3][CH2:2]1.[C:7]([C:10]1[NH:11][C:12]2[CH:18]=[CH:17][CH:16]=[CH:15][C:13]=2[N:14]=1)(=[O:9])[CH3:8].C1(C)C=CC(S(O)(=O)=O)=CC=1. Product: [C:7]([C:10]1[N:11]([CH:6]2[CH2:5][CH2:4][CH2:3][CH2:2][O:1]2)[C:12]2[CH:18]=[CH:17][CH:16]=[CH:15][C:13]=2[N:14]=1)(=[O:9])[CH3:8]. The catalyst class is: 4.